From a dataset of Reaction yield outcomes from USPTO patents with 853,638 reactions. Predict the reaction yield, written as a fraction of the theoretical maximum amount of product (1.0 means a 100% yield; for example, 0.34 means a 34% yield). (1) The reactants are [OH:1][C:2]1([C:15]2[CH:20]=[CH:19][C:18]([OH:21])=[CH:17][CH:16]=2)[CH2:7][CH2:6][CH2:5][CH2:4][CH:3]1[NH:8][S:9]([CH:12]([CH3:14])[CH3:13])(=[O:11])=[O:10].Br[CH2:23][C:24]#[N:25].C(=O)([O-])[O-].[K+].[K+]. The catalyst is CC(C)=O. The product is [OH:1][C:2]1([C:15]2[CH:16]=[CH:17][C:18]([O:21][CH2:23][C:24]#[N:25])=[CH:19][CH:20]=2)[CH2:7][CH2:6][CH2:5][CH2:4][CH:3]1[NH:8][S:9]([CH:12]([CH3:14])[CH3:13])(=[O:11])=[O:10]. The yield is 0.670. (2) The reactants are [NH2:1][C@@H:2]1[C:11]2[C:6](=[CH:7][CH:8]=[CH:9][CH:10]=2)[C@H:5]([OH:12])[CH2:4][CH2:3]1.[H-].[Na+].F[C:16]1[CH:17]=[C:18]([CH3:31])[C:19]2[N:20]([C:22]([C@@H:25]3[CH2:29][CH2:28][CH2:27][N:26]3[CH3:30])=[N:23][N:24]=2)[CH:21]=1. The catalyst is CN(C=O)C.CCOC(C)=O. The product is [CH3:31][C:18]1[C:19]2[N:20]([C:22]([C@@H:25]3[CH2:29][CH2:28][CH2:27][N:26]3[CH3:30])=[N:23][N:24]=2)[CH:21]=[C:16]([O:12][C@H:5]2[C:6]3[C:11](=[CH:10][CH:9]=[CH:8][CH:7]=3)[C@@H:2]([NH2:1])[CH2:3][CH2:4]2)[CH:17]=1. The yield is 0.580. (3) The yield is 0.940. The reactants are Cl.[CH3:2][N:3]([CH2:10][C:11]1[CH:20]=[CH:19][C:14]([C:15]([O:17][CH3:18])=[O:16])=[CH:13][CH:12]=1)[CH2:4][CH:5]1[CH2:9][CH2:8][CH2:7][NH:6]1.[Br:21][C:22]1[CH:36]=[CH:35][C:25]([O:26][C:27]2[CH:34]=[CH:33][C:30]([CH:31]=O)=[CH:29][CH:28]=2)=[CH:24][CH:23]=1.C(N(C(C)C)CC)(C)C.C(O[BH-](OC(=O)C)OC(=O)C)(=O)C.[Na+].C(=O)(O)[O-].[Na+]. The product is [Br:21][C:22]1[CH:36]=[CH:35][C:25]([O:26][C:27]2[CH:34]=[CH:33][C:30]([CH2:31][N:6]3[CH2:7][CH2:8][CH2:9][C@@H:5]3[CH2:4][N:3]([CH2:10][C:11]3[CH:12]=[CH:13][C:14]([C:15]([O:17][CH3:18])=[O:16])=[CH:19][CH:20]=3)[CH3:2])=[CH:29][CH:28]=2)=[CH:24][CH:23]=1. The catalyst is ClC(Cl)C. (4) The catalyst is CN(C=O)C. The product is [Cl:28][C:17]1[CH:16]=[CH:15][C:14]([OH:13])=[C:19]([CH:18]=1)[C:6]([NH:8][CH2:9][C:10]1[CH:22]=[CH:21][C:20]([O:13][C:14]2[CH:15]=[CH:16][CH:17]=[CH:18][CH:19]=2)=[CH:27][CH:26]=1)=[O:7]. The yield is 0.270. The reactants are C1N=CN([C:6]([N:8]2C=N[CH:10]=[CH:9]2)=[O:7])C=1.[O:13]([C:20]1[CH:27]=[CH:26]C(CN)=[CH:22][CH:21]=1)[C:14]1[CH:19]=[CH:18][CH:17]=[CH:16][CH:15]=1.[ClH:28]. (5) The yield is 0.400. The product is [Cl:51][C:52]1[CH:57]=[C:56]([F:58])[CH:55]=[CH:54][C:53]=1[S:59]([NH:36][C@@H:23]([CH2:24][N:25]1[C:33](=[O:34])[C:32]2[C:27](=[CH:28][CH:29]=[CH:30][CH:31]=2)[C:26]1=[O:35])[CH2:22][CH2:21][NH:20][C:18]([C@@H:13]([NH:12][C:10]([C:2]1[S:1][C:9]2[CH:8]=[CH:7][CH:6]=[CH:5][C:4]=2[CH:3]=1)=[O:11])[CH2:14][CH:15]([CH3:17])[CH3:16])=[O:19])(=[O:61])=[O:60]. The catalyst is ClCCl. The reactants are [S:1]1[C:5]2[CH:6]=[CH:7][CH:8]=[CH:9][C:4]=2[CH:3]=[C:2]1[C:10]([NH:12][C@H:13]([C:18]([NH:20][CH2:21][CH2:22][C@@H:23]([NH:36]C(=O)OCC1C=CC=CC=1)[CH2:24][N:25]1[C:33](=[O:34])[C:32]2[C:27](=[CH:28][CH:29]=[CH:30][CH:31]=2)[C:26]1=[O:35])=[O:19])[CH2:14][CH:15]([CH3:17])[CH3:16])=[O:11].B(Br)(Br)Br.[Cl:51][C:52]1[CH:57]=[C:56]([F:58])[CH:55]=[CH:54][C:53]=1[S:59](Cl)(=[O:61])=[O:60].C(N(CC)CC)C. (6) The yield is 0.380. The product is [Br:13][C:8]1[C:7]2[O:6][CH:5]=[CH:4][C:12]=2[CH:11]=[CH:10][CH:9]=1. The reactants are C(O[CH:4](OCC)[CH2:5][O:6][C:7]1[CH:12]=[CH:11][CH:10]=[CH:9][C:8]=1[Br:13])C.[OH-].[Na+].CCOCC. The catalyst is ClC1C=CC=CC=1.